Dataset: Catalyst prediction with 721,799 reactions and 888 catalyst types from USPTO. Task: Predict which catalyst facilitates the given reaction. (1) Reactant: Cl[C:2]1[CH:7]=[C:6]([C:8]#[N:9])[N:5]=[C:4]([CH2:10][CH2:11][C:12]([O:14][CH2:15][CH3:16])=[O:13])[CH:3]=1.[CH3:17][S-:18].[Na+]. Product: [C:8]([C:6]1[N:5]=[C:4]([CH2:10][CH2:11][C:12]([O:14][CH2:15][CH3:16])=[O:13])[CH:3]=[C:2]([S:18][CH3:17])[CH:7]=1)#[N:9]. The catalyst class is: 1. (2) Reactant: [NH2:1][C:2]1[N:6]([C:7]2[C:16]([F:17])=[CH:15][C:10]3[NH:11][C:12]([CH3:14])=[N:13][C:9]=3[CH:8]=2)[N:5]=[CH:4][C:3]=1[C:18]([C:20]1[N:21](S(C2C=CC=CC=2)(=O)=O)[C:22]2[C:27]([CH:28]=1)=[CH:26][CH:25]=[CH:24][CH:23]=2)=[O:19].[OH-].[Na+].O.P([O-])(O)(O)=O.[Na+]. Product: [NH2:1][C:2]1[N:6]([C:7]2[C:16]([F:17])=[CH:15][C:10]3[NH:11][C:12]([CH3:14])=[N:13][C:9]=3[CH:8]=2)[N:5]=[CH:4][C:3]=1[C:18]([C:20]1[NH:21][C:22]2[C:27]([CH:28]=1)=[CH:26][CH:25]=[CH:24][CH:23]=2)=[O:19]. The catalyst class is: 32. (3) Reactant: [CH3:1][O:2][C:3]1[CH:4]=[CH:5][C:6]([C:11]([C:13]2[CH:14]=[C:15]([O:23][CH3:24])[C:16]([O:21][CH3:22])=[C:17]([O:19][CH3:20])[CH:18]=2)=[O:12])=[C:7]([OH:10])[C:8]=1[OH:9]. Product: [CH3:1][O:2][CH2:3][O:10][C:7]1[C:8]([O:9][CH2:17][O:19][CH3:20])=[C:3]([O:2][CH3:1])[CH:4]=[CH:5][C:6]=1[C:11](=[O:12])[C:13]1[CH:14]=[C:15]([O:23][CH3:24])[C:16]([O:21][CH3:22])=[C:17]([O:19][CH3:20])[CH:18]=1. The catalyst class is: 5. (4) Reactant: [N:1]1([CH:11]2[C:15]3[CH:16]=[CH:17][CH:18]=[CH:19][C:14]=3[O:13][CH:12]2[CH2:20][N:21]([CH3:34])S(C2C=CC=CC=2[N+]([O-])=O)(=O)=O)[C:10]2[C:5](=[CH:6][CH:7]=[CH:8][CH:9]=2)[CH2:4][CH2:3][CH2:2]1.C(=O)([O-])[O-].[K+].[K+].C1(S)C=CC=CC=1.[Cl-:48].[NH4+]. Product: [ClH:48].[N:1]1([CH:11]2[C:15]3[CH:16]=[CH:17][CH:18]=[CH:19][C:14]=3[O:13][CH:12]2[CH2:20][NH:21][CH3:34])[C:10]2[C:5](=[CH:6][CH:7]=[CH:8][CH:9]=2)[CH2:4][CH2:3][CH2:2]1. The catalyst class is: 9.